This data is from NCI-60 drug combinations with 297,098 pairs across 59 cell lines. The task is: Regression. Given two drug SMILES strings and cell line genomic features, predict the synergy score measuring deviation from expected non-interaction effect. (1) Drug 1: C1=NC2=C(N=C(N=C2N1C3C(C(C(O3)CO)O)O)F)N. Drug 2: CN1C2=C(C=C(C=C2)N(CCCl)CCCl)N=C1CCCC(=O)O.Cl. Cell line: 786-0. Synergy scores: CSS=4.60, Synergy_ZIP=-0.789, Synergy_Bliss=-0.969, Synergy_Loewe=-8.86, Synergy_HSA=-2.39. (2) Drug 1: C1=C(C(=O)NC(=O)N1)F. Drug 2: CN1C2=C(C=C(C=C2)N(CCCl)CCCl)N=C1CCCC(=O)O.Cl. Cell line: SK-MEL-5. Synergy scores: CSS=30.4, Synergy_ZIP=-7.66, Synergy_Bliss=-18.0, Synergy_Loewe=-28.5, Synergy_HSA=-19.9. (3) Drug 1: CS(=O)(=O)OCCCCOS(=O)(=O)C. Drug 2: C(CCl)NC(=O)N(CCCl)N=O. Cell line: K-562. Synergy scores: CSS=9.68, Synergy_ZIP=-4.60, Synergy_Bliss=2.76, Synergy_Loewe=-3.51, Synergy_HSA=2.25. (4) Drug 1: C1=NC2=C(N=C(N=C2N1C3C(C(C(O3)CO)O)O)F)N. Drug 2: C1=CC=C(C=C1)NC(=O)CCCCCCC(=O)NO. Cell line: SF-539. Synergy scores: CSS=12.0, Synergy_ZIP=-2.55, Synergy_Bliss=-1.04, Synergy_Loewe=-25.9, Synergy_HSA=-1.05.